Task: Binary Classification. Given a miRNA mature sequence and a target amino acid sequence, predict their likelihood of interaction.. Dataset: Experimentally validated miRNA-target interactions with 360,000+ pairs, plus equal number of negative samples (1) The miRNA is hsa-miR-335-5p with sequence UCAAGAGCAAUAACGAAAAAUGU. The protein sequence of the target gene is MPVMKGLLAPQNTFLDTIATRFDGTHSNFILANAQVAKGFPIVYCSDGFCELAGFARTEVMQKSCSCKFLFGVETNEQLMLQIEKSLEEKTEFKGEIMFYKKNGSPFWCLLDIVPIKNEKGDVVLFLASFKDITDTKVKITPEDKKEDKVKGRSRAGTHFDSARRRSRAVLYHISGHLQRREKNKLKINNNVFVDKPAFPEYKVSDAKKSKFILLHFSTFKAGWDWLILLATFYVAVTVPYNVCFIGNDDLSTTRSTTVSDIAVEILFIIDIILNFRTTYVSKSGQVIFEARSICIHYVT.... Result: 1 (interaction). (2) The miRNA is mmu-miR-19b-3p with sequence UGUGCAAAUCCAUGCAAAACUGA. The protein sequence of the target gene is MPEAGFQATNAFTECKFTCTSGKCLYLGSLVCNQQNDCGDNSDEENCLLVTEHPPPGIFNSELEFAQILIIVVVVTVMVVVVVCLLNHYKVSTRSFINRPNQSQRQEDGLQPEGSLWPSDSSVQRPGASEIMCAPRGRDRFTTPSFIQRDPFSRFQPTYPYVQHEIDLPPTISLSDGEEPPPYQGPCTLQLRDPEQQMELNRESVRAPPNRTVFDSDLIDISMYNGGPCPPSSHSGISAATCSSNGRMEGPPPTYSEVMGHYPGTSFFHHQHSNTHRGSRPQFQPNNSEGTIVPIKGKDR.... Result: 1 (interaction). (3) The miRNA is hsa-miR-7112-3p with sequence UGCAUCACAGCCUUUGGCCCUAG. The protein sequence of the target gene is MEKILQMAEGIDIGEMPSYDLVLSKPSKGQKRHLSTCDGQNPPKKQAGSKFHARPRFEPVHFVASSSKDERQEDPYGPQTKEVNEQTHFASMPRDIYQDYTQDSFSIQDGNSQYCDSSGFILTKDQPVTANMYFDSGNPAPSTTSQQANSQSTPEPSPSQTFPESVVAEKQYFIEKLTATIWKNLSNPEMTSGSDKINYTYMLTRCIQACKTNPEYIYAPLKEIPPADIPKNKKLLTDGYACEVRCQNIYLTTGYAGSKNGSRDRATELAVKLLQKRIEVRVVRRKFKHTFGEDLVVCQI.... Result: 0 (no interaction).